Dataset: Reaction yield outcomes from USPTO patents with 853,638 reactions. Task: Predict the reaction yield, written as a fraction of the theoretical maximum amount of product (1.0 means a 100% yield; for example, 0.34 means a 34% yield). The reactants are [NH2:1][C:2]1[CH:3]=[N:4][CH:5]=[C:6]([F:32])[C:7]=1[C:8]#[C:9][C@@H:10]1[N:15]([S:16]([C:19]2[CH:24]=[CH:23][CH:22]=[CH:21][CH:20]=2)(=[O:18])=[O:17])[CH2:14][CH2:13][N:12]([C:25]([O:27][C:28]([CH3:31])([CH3:30])[CH3:29])=[O:26])[CH2:11]1.N#N. The catalyst is CCOC(C)=O.[OH-].[OH-].[Pd+2]. The product is [NH2:1][C:2]1[CH:3]=[N:4][CH:5]=[C:6]([F:32])[C:7]=1[CH2:8][CH2:9][C@@H:10]1[N:15]([S:16]([C:19]2[CH:24]=[CH:23][CH:22]=[CH:21][CH:20]=2)(=[O:17])=[O:18])[CH2:14][CH2:13][N:12]([C:25]([O:27][C:28]([CH3:30])([CH3:29])[CH3:31])=[O:26])[CH2:11]1. The yield is 0.970.